Task: Predict which catalyst facilitates the given reaction.. Dataset: Catalyst prediction with 721,799 reactions and 888 catalyst types from USPTO (1) Reactant: [CH3:1][C:2]1[CH:19]=[CH:18][C:17]([CH3:20])=[CH:16][C:3]=1[O:4][C:5]1[CH:12]=[CH:11][C:8]([C:9]#[N:10])=[CH:7][C:6]=1[N+:13]([O-])=O.S(S([O-])=O)([O-])=O.[Na+].[Na+].O.O1CCOCC1. Product: [NH2:13][C:6]1[CH:7]=[C:8]([CH:11]=[CH:12][C:5]=1[O:4][C:3]1[CH:16]=[C:17]([CH3:20])[CH:18]=[CH:19][C:2]=1[CH3:1])[C:9]#[N:10]. The catalyst class is: 1. (2) Reactant: [C:1]([O:5][C:6]([NH:8][C@@H:9]1[CH2:11][C@H:10]1[C:12]1[CH:20]=[CH:19][C:15]([C:16]([OH:18])=O)=[CH:14][CH:13]=1)=[O:7])([CH3:4])([CH3:3])[CH3:2].[N:21]1[CH:26]=[CH:25][CH:24]=[N:23][C:22]=1[C:27]1[CH:33]=[CH:32][C:30]([NH2:31])=[CH:29][CH:28]=1.F[P-](F)(F)(F)(F)F.N1(OC(N(C)C)=[N+](C)C)C2N=CC=CC=2N=N1.C(N(CC)CC)C. Product: [N:21]1[CH:26]=[CH:25][CH:24]=[N:23][C:22]=1[C:27]1[CH:33]=[CH:32][C:30]([NH:31][C:16]([C:15]2[CH:14]=[CH:13][C:12]([C@@H:10]3[CH2:11][C@H:9]3[NH:8][C:6](=[O:7])[O:5][C:1]([CH3:2])([CH3:3])[CH3:4])=[CH:20][CH:19]=2)=[O:18])=[CH:29][CH:28]=1. The catalyst class is: 18. (3) Reactant: C([N:4]1[C:12]2[C:7](=[CH:8][C:9]([N+:13]([O-:15])=[O:14])=[CH:10][CH:11]=2)[C:6](=[C:16](OCC)[C:17]2[CH:22]=[CH:21][CH:20]=[CH:19][CH:18]=2)[C:5]1=[O:26])(=O)C.[O:27]1[CH2:32][CH2:31][N:30]([CH2:33][CH2:34][C:35]2[CH:41]=[CH:40][C:38]([NH2:39])=[CH:37][CH:36]=2)[CH2:29][CH2:28]1.[OH-].[Na+]. Product: [O:27]1[CH2:28][CH2:29][N:30]([CH2:33][CH2:34][C:35]2[CH:41]=[CH:40][C:38]([NH:39]/[C:16](=[C:6]3\[C:5](=[O:26])[NH:4][C:12]4[C:7]\3=[CH:8][C:9]([N+:13]([O-:15])=[O:14])=[CH:10][CH:11]=4)/[C:17]3[CH:18]=[CH:19][CH:20]=[CH:21][CH:22]=3)=[CH:37][CH:36]=2)[CH2:31][CH2:32]1. The catalyst class is: 121.